Task: Predict the reactants needed to synthesize the given product.. Dataset: Full USPTO retrosynthesis dataset with 1.9M reactions from patents (1976-2016) Given the product [NH2:30][C:29]1[C:20]([N:16]2[CH:17]=[CH:18][N:19]=[C:15]2[C@H:12]2[CH2:13][CH2:14][C@@H:9]([O:8][Si:1]([C:4]([CH3:7])([CH3:6])[CH3:5])([CH3:2])[CH3:3])[CH2:10][CH2:11]2)=[CH:21][C:22]([CH3:33])=[C:23]([CH:28]=1)[C:24]([O:26][CH3:27])=[O:25], predict the reactants needed to synthesize it. The reactants are: [Si:1]([O:8][C@@H:9]1[CH2:14][CH2:13][C@H:12]([C:15]2[N:16]([C:20]3[C:29]([N+:30]([O-])=O)=[CH:28][C:23]([C:24]([O:26][CH3:27])=[O:25])=[C:22]([CH3:33])[CH:21]=3)[CH:17]=[CH:18][N:19]=2)[CH2:11][CH2:10]1)([C:4]([CH3:7])([CH3:6])[CH3:5])([CH3:3])[CH3:2].